Task: Predict the reactants needed to synthesize the given product.. Dataset: Full USPTO retrosynthesis dataset with 1.9M reactions from patents (1976-2016) (1) Given the product [CH3:8][O:7][C:1]1[CH:6]=[CH:5][C:4]([C:9](=[O:14])/[C:10](=[CH:12]/[CH3:13])/[CH3:11])=[CH:3][CH:2]=1, predict the reactants needed to synthesize it. The reactants are: [C:1]1([O:7][CH3:8])[CH:6]=[CH:5][CH:4]=[CH:3][CH:2]=1.[C:9](Cl)(=[O:14])/[C:10](=[CH:12]/[CH3:13])/[CH3:11].[Cl-].[Al+3].[Cl-].[Cl-]. (2) Given the product [N:2]12[CH2:11][CH:6]3[CH2:7][CH:8]([CH2:10][CH:4]([CH:5]3[C:12]([O:14][CH2:20][CH3:21])=[O:13])[CH2:3]1)[CH2:9]2, predict the reactants needed to synthesize it. The reactants are: Cl.[N:2]12[CH2:11][CH:6]3[CH2:7][CH:8]([CH2:10][CH:4]([CH:5]3[C:12]([OH:14])=[O:13])[CH2:3]1)[CH2:9]2.S(=O)(=O)(O)O.[CH3:20][CH2:21]O. (3) Given the product [CH:1]1([NH:7][C:8]([C:10]2[CH:11]=[N:12][N:13]([C:19]3[CH:20]=[CH:21][C:22]([C:23]([OH:25])=[O:24])=[CH:27][CH:28]=3)[C:14]=2[S:15][CH2:16][CH2:17][CH3:18])=[O:9])[CH2:6][CH2:5][CH2:4][CH2:3][CH2:2]1, predict the reactants needed to synthesize it. The reactants are: [CH:1]1([NH:7][C:8]([C:10]2[CH:11]=[N:12][N:13]([C:19]3[CH:28]=[CH:27][C:22]([C:23]([O:25]C)=[O:24])=[CH:21][CH:20]=3)[C:14]=2[S:15][CH2:16][CH2:17][CH3:18])=[O:9])[CH2:6][CH2:5][CH2:4][CH2:3][CH2:2]1.[OH-].[Na+]. (4) The reactants are: [OH-].[Na+].C[O:4][C:5](=[O:22])[CH2:6][CH2:7][C:8]1[CH:13]=[CH:12][C:11]([O:14][CH2:15][C:16]2[CH:21]=[CH:20][CH:19]=[CH:18][CH:17]=2)=[CH:10][CH:9]=1. Given the product [CH2:15]([O:14][C:11]1[CH:10]=[CH:9][C:8]([CH2:7][CH2:6][C:5]([OH:22])=[O:4])=[CH:13][CH:12]=1)[C:16]1[CH:17]=[CH:18][CH:19]=[CH:20][CH:21]=1, predict the reactants needed to synthesize it. (5) The reactants are: [CH:1]1[CH:2]=[CH:3][C:4]2[S:9][N:8]=[C:7]([N:10]3[CH2:15][CH2:14][N:13]([CH2:16][CH2:17][C:18]4[CH:19]=[C:20]5[CH2:28][C:26](=[O:27])[NH:25][C:21]5=[CH:22][C:23]=4[Cl:24])[CH2:12][CH2:11]3)[C:5]=2[CH:6]=1.Cl. Given the product [CH:1]1[CH:2]=[CH:3][C:4]2[S:9][N:8]=[C:7]([N:10]3[CH2:11][CH2:12][N:13]([CH2:16][CH2:17][C:18]4[CH:19]=[C:20]5[CH2:28][C:26](=[O:27])[NH:25][C:21]5=[CH:22][C:23]=4[Cl:24])[CH2:14][CH2:15]3)[C:5]=2[CH:6]=1, predict the reactants needed to synthesize it. (6) The reactants are: [Br:1][C:2]1[C:11]([O:12][CH3:13])=[CH:10][CH:9]=[C:8]2[C:3]=1[CH:4]=[CH:5][C:6]([CH3:14])=[N:7]2.[Se](=O)=[O:16]. Given the product [Br:1][C:2]1[C:11]([O:12][CH3:13])=[CH:10][CH:9]=[C:8]2[C:3]=1[CH:4]=[CH:5][C:6]([CH:14]=[O:16])=[N:7]2, predict the reactants needed to synthesize it.